From a dataset of HIV replication inhibition screening data with 41,000+ compounds from the AIDS Antiviral Screen. Binary Classification. Given a drug SMILES string, predict its activity (active/inactive) in a high-throughput screening assay against a specified biological target. The drug is O=C1NC2CSC(CCCCC(=O)N(CCP(c3ccccc3)c3ccccc3)CCP(c3ccccc3)c3ccccc3)C2N1. The result is 0 (inactive).